From a dataset of Forward reaction prediction with 1.9M reactions from USPTO patents (1976-2016). Predict the product of the given reaction. (1) Given the reactants [Br:1][C:2]1[CH:8]=[CH:7][C:5]([NH2:6])=[C:4]([N+:9]([O-:11])=[O:10])[C:3]=1[Cl:12].FC(F)(F)C(O)=O.C(O[BH-](OC(=O)C)OC(=O)C)(=O)C.[Na+].[CH:34]1([CH:37]=O)[CH2:36][CH2:35]1.C(=O)([O-])O.[Na+], predict the reaction product. The product is: [Br:1][C:2]1[CH:8]=[CH:7][C:5]([NH:6][CH2:37][CH:34]2[CH2:36][CH2:35]2)=[C:4]([N+:9]([O-:11])=[O:10])[C:3]=1[Cl:12]. (2) Given the reactants C(Cl)(=O)C(Cl)=O.CS(C)=O.[CH2:11]([C@@:14]1([CH3:41])[CH2:19][C@H:18]([C:20]2[CH:25]=[CH:24][CH:23]=[C:22]([Cl:26])[CH:21]=2)[C@@H:17]([C:27]2[CH:32]=[CH:31][C:30]([Cl:33])=[CH:29][CH:28]=2)[N:16]([C@@H:34]([CH2:38][CH3:39])[CH:35]([OH:37])[CH3:36])[C:15]1=[O:40])[CH:12]=[CH2:13].C(N(CC)CC)C, predict the reaction product. The product is: [CH2:11]([C@@:14]1([CH3:41])[CH2:19][C@H:18]([C:20]2[CH:25]=[CH:24][CH:23]=[C:22]([Cl:26])[CH:21]=2)[C@@H:17]([C:27]2[CH:28]=[CH:29][C:30]([Cl:33])=[CH:31][CH:32]=2)[N:16]([C@@H:34]([CH2:38][CH3:39])[C:35](=[O:37])[CH3:36])[C:15]1=[O:40])[CH:12]=[CH2:13]. (3) Given the reactants [CH:1]([C:3]1[C:8]([N+:9]([O-:11])=[O:10])=[CH:7][CH:6]=[CH:5][C:4]=1[NH:12][CH:13]=O)=[O:2].[CH2:15]([NH2:20])[CH2:16][CH2:17][CH2:18][CH3:19], predict the reaction product. The product is: [OH:2][CH:1]1[C:3]2[C:4](=[CH:5][CH:6]=[CH:7][C:8]=2[N+:9]([O-:11])=[O:10])[N:12]=[CH:13][N:20]1[CH2:15][CH2:16][CH2:17][CH2:18][CH3:19]. (4) The product is: [O:1]([CH2:8][CH2:9][CH2:10][N:11]1[CH2:16][CH2:15][C:14](=[N:19][OH:20])[CH2:13][CH2:12]1)[C:2]1[CH:7]=[CH:6][CH:5]=[CH:4][CH:3]=1. Given the reactants [O:1]([CH2:8][CH2:9][CH2:10][N:11]1[CH2:16][CH2:15][C:14](=O)[CH2:13][CH2:12]1)[C:2]1[CH:7]=[CH:6][CH:5]=[CH:4][CH:3]=1.Cl.[NH2:19][OH:20], predict the reaction product.